This data is from Reaction yield outcomes from USPTO patents with 853,638 reactions. The task is: Predict the reaction yield, written as a fraction of the theoretical maximum amount of product (1.0 means a 100% yield; for example, 0.34 means a 34% yield). (1) The reactants are [H-].[Al+3].[Li+].[H-].[H-].[H-].[CH3:7][N:8]1[CH2:13][CH2:12][N:11]([CH2:14][C:15]#[N:16])[CH2:10][CH2:9]1.O.[OH-].[Na+]. The catalyst is C1COCC1. The product is [CH3:7][N:8]1[CH2:13][CH2:12][N:11]([CH2:14][CH2:15][NH2:16])[CH2:10][CH2:9]1. The yield is 0.990. (2) The reactants are [Br:1][C:2]1[CH:7]=[CH:6][C:5]([C:8]2[CH:13]=[CH:12][C:11]([C:14]([O:16][CH3:17])=[O:15])=[CH:10][C:9]=2[N+:18]([O-])=O)=[C:4]([C:21]#[N:22])[CH:3]=1.C1(P(C2C=CC=CC=2)C2C=CC=CC=2)C=CC=CC=1.C(Cl)Cl. The catalyst is ClC1C=CC=CC=1Cl. The product is [Br:1][C:2]1[CH:7]=[C:6]2[C:5]([C:8]3[CH:13]=[CH:12][C:11]([C:14]([O:16][CH3:17])=[O:15])=[CH:10][C:9]=3[NH:18]2)=[C:4]([C:21]#[N:22])[CH:3]=1. The yield is 0.450. (3) The reactants are [CH:1]1([C:6](Cl)=[O:7])[CH2:5][CH2:4][CH2:3][CH2:2]1.[CH2:9]([NH:16][C:17]([C:19]1[S:23][C:22]([NH2:24])=[N:21][C:20]=1[CH3:25])=[O:18])[C:10]1[CH:15]=[CH:14][CH:13]=[CH:12][CH:11]=1. No catalyst specified. The product is [CH2:9]([NH:16][C:17]([C:19]1[S:23][C:22]([NH:24][C:6]([CH:1]2[CH2:5][CH2:4][CH2:3][CH2:2]2)=[O:7])=[N:21][C:20]=1[CH3:25])=[O:18])[C:10]1[CH:15]=[CH:14][CH:13]=[CH:12][CH:11]=1. The yield is 0.380. (4) The reactants are [OH:1][C:2]1[CH:20]=[CH:19][CH:18]=[CH:17][C:3]=1[CH2:4][C:5]1[CH:16]=[CH:15][C:8]([C:9](N(OC)C)=[O:10])=[CH:7][CH:6]=1.[CH3:21][Mg]Br.[Cl-].[NH4+]. The catalyst is O1CCCC1. The product is [C:9]([C:8]1[CH:7]=[CH:6][C:5]([CH2:4][C:3]2[CH:17]=[CH:18][CH:19]=[CH:20][C:2]=2[OH:1])=[CH:16][CH:15]=1)(=[O:10])[CH3:21]. The yield is 0.530. (5) The reactants are [NH2:1][C:2]1[CH:3]=[N:4][N:5]([CH2:17][CH2:18][O:19][CH2:20][Si:21]([CH3:24])([CH3:23])[CH3:22])[C:6]=1[C:7]1[CH:8]=[C:9]([CH:12]=[CH:13][C:14]=1[O:15][CH3:16])[C:10]#[N:11].[N:25]1[N:29]2[CH:30]=[CH:31][CH:32]=[N:33][C:28]2=[C:27]([C:34](Cl)=[O:35])[CH:26]=1. The catalyst is O1CCCC1. The product is [C:10]([C:9]1[CH:12]=[CH:13][C:14]([O:15][CH3:16])=[C:7]([C:6]2[N:5]([CH2:17][CH2:18][O:19][CH2:20][Si:21]([CH3:23])([CH3:22])[CH3:24])[N:4]=[CH:3][C:2]=2[NH:1][C:34]([C:27]2[CH:26]=[N:25][N:29]3[CH:30]=[CH:31][CH:32]=[N:33][C:28]=23)=[O:35])[CH:8]=1)#[N:11]. The yield is 0.980. (6) The reactants are C(NC(C)C)(C)C.CN(CCN(C)C)C.[Li]CCCC.[Br:21][C:22]1[C:30]2[CH:29]=[CH:28][S:27][C:26]=2[CH:25]=[CH:24][CH:23]=1.[CH3:31][Si:32](Cl)([CH3:34])[CH3:33]. The catalyst is C1COCC1. The product is [Br:21][C:22]1[C:30]2[CH:29]=[C:28]([Si:32]([CH3:34])([CH3:33])[CH3:31])[S:27][C:26]=2[CH:25]=[CH:24][CH:23]=1. The yield is 0.870.